Dataset: Forward reaction prediction with 1.9M reactions from USPTO patents (1976-2016). Task: Predict the product of the given reaction. (1) The product is: [CH2:1]([C@@H:8]1[CH2:13][N:12]([CH2:14][C:15]2[CH:20]=[CH:19][CH:18]=[CH:17][CH:16]=2)[CH2:11][CH2:10][N:9]1[C:21]([C:23]1[CH:27]=[C:26]([CH3:28])[N:25]([C:29]2[CH:30]=[C:31]([N:45]3[CH2:46][CH2:47][NH:42][C:43](=[O:48])[CH2:44]3)[CH:32]=[CH:33][CH:34]=2)[C:24]=1[C:36]1[CH:41]=[CH:40][CH:39]=[CH:38][CH:37]=1)=[O:22])[C:2]1[CH:7]=[CH:6][CH:5]=[CH:4][CH:3]=1. Given the reactants [CH2:1]([C@@H:8]1[CH2:13][N:12]([CH2:14][C:15]2[CH:20]=[CH:19][CH:18]=[CH:17][CH:16]=2)[CH2:11][CH2:10][N:9]1[C:21]([C:23]1[CH:27]=[C:26]([CH3:28])[N:25]([C:29]2[CH:34]=[CH:33][CH:32]=[C:31](Br)[CH:30]=2)[C:24]=1[C:36]1[CH:41]=[CH:40][CH:39]=[CH:38][CH:37]=1)=[O:22])[C:2]1[CH:7]=[CH:6][CH:5]=[CH:4][CH:3]=1.[NH:42]1[CH2:47][CH2:46][NH:45][CH2:44][C:43]1=[O:48].CC(C)([O-])C.[Na+].O, predict the reaction product. (2) Given the reactants [NH2:1][C:2]1[CH:3]=[C:4]([NH:9][C:10](=[O:23])/[CH:11]=[CH:12]/[C:13]2[CH:18]=[CH:17][C:16]([C:19]([CH3:22])([CH3:21])[CH3:20])=[CH:15][CH:14]=2)[CH:5]=[CH:6][C:7]=1[Cl:8].[N:24]([CH3:27])=[C:25]=[O:26], predict the reaction product. The product is: [C:19]([C:16]1[CH:15]=[CH:14][C:13](/[CH:12]=[CH:11]/[C:10]([NH:9][C:4]2[CH:5]=[CH:6][C:7]([Cl:8])=[C:2]([NH:1][C:25]([NH:24][CH3:27])=[O:26])[CH:3]=2)=[O:23])=[CH:18][CH:17]=1)([CH3:20])([CH3:22])[CH3:21]. (3) Given the reactants Cl[C:2]1[N:7]=[N:6][C:5]([NH:8][C:9]2[CH:14]=[CH:13][C:12]([I:15])=[CH:11][C:10]=2[F:16])=[C:4]([C:17]([OH:19])=[O:18])[CH:3]=1.[NH:20]1[CH2:25][CH2:24][O:23][CH2:22][CH2:21]1, predict the reaction product. The product is: [F:16][C:10]1[CH:11]=[C:12]([I:15])[CH:13]=[CH:14][C:9]=1[NH:8][C:5]1[N:6]=[N:7][C:2]([N:20]2[CH2:25][CH2:24][O:23][CH2:22][CH2:21]2)=[CH:3][C:4]=1[C:17]([OH:19])=[O:18]. (4) Given the reactants [Cl:1][C:2]1[S:6][C:5]([C@@H:7]2[CH2:9][C@H:8]2[C:10](=O)[CH3:11])=[CH:4][CH:3]=1.N1C=CC=CC=1.Cl.[CH3:20][O:21][NH2:22], predict the reaction product. The product is: [CH3:20][O:21][N:22]=[C:10]([C@@H:8]1[CH2:9][C@H:7]1[C:5]1[S:6][C:2]([Cl:1])=[CH:3][CH:4]=1)[CH3:11].